Predict the reactants needed to synthesize the given product. From a dataset of Full USPTO retrosynthesis dataset with 1.9M reactions from patents (1976-2016). Given the product [F:21][C:22]1[CH:29]=[CH:28][C:25]([CH:26]([OH:27])[C:10]#[C:11][C:12]2[CH:17]=[CH:16][CH:15]=[CH:14][CH:13]=2)=[C:24]([O:30][CH3:31])[CH:23]=1, predict the reactants needed to synthesize it. The reactants are: COC1C(C(O)[C:10]#[C:11][C:12]2[CH:17]=[CH:16][CH:15]=[CH:14][CH:13]=2)=CC=C(OC)N=1.[F:21][C:22]1[CH:29]=[CH:28][C:25]([CH:26]=[O:27])=[C:24]([O:30][CH3:31])[CH:23]=1.